Predict the product of the given reaction. From a dataset of Forward reaction prediction with 1.9M reactions from USPTO patents (1976-2016). (1) Given the reactants C[Si]([N-][Si](C)(C)C)(C)C.[Li+].[CH2:11]([O:13][C:14]([N:16]1[CH2:20][CH:19]2[CH2:21][C:22](=[O:24])[CH2:23][CH:18]2[CH2:17]1)=[O:15])[CH3:12].[O:25]=[CH:26][CH2:27][S:28][C:29](=[S:33])[O:30][CH2:31][CH3:32].C(O)(=O)C, predict the reaction product. The product is: [CH2:11]([O:13][C:14]([N:16]1[CH2:17][CH:18]2[CH:23]([CH:26]([OH:25])[CH2:27][S:28][C:29]([O:30][CH2:31][CH3:32])=[S:33])[C:22](=[O:24])[CH2:21][CH:19]2[CH2:20]1)=[O:15])[CH3:12]. (2) The product is: [CH2:45]([N:41]1[CH2:42][CH2:43][CH2:44][CH:40]1[CH2:39][NH:38][C:5]([NH:37][C:34]1[CH:33]=[CH:32][C:31]([C:22]2[N:23]=[C:24]([N:25]3[CH2:30][CH2:29][O:28][CH2:27][CH2:26]3)[C:19]3[N:18]=[N:17][N:16]([CH:13]([CH3:15])[CH3:14])[C:20]=3[N:21]=2)=[CH:36][CH:35]=1)=[O:11])[CH3:46]. Given the reactants ClC(Cl)(O[C:5](=[O:11])OC(Cl)(Cl)Cl)Cl.[CH:13]([N:16]1[C:20]2[N:21]=[C:22]([C:31]3[CH:36]=[CH:35][C:34]([NH2:37])=[CH:33][CH:32]=3)[N:23]=[C:24]([N:25]3[CH2:30][CH2:29][O:28][CH2:27][CH2:26]3)[C:19]=2[N:18]=[N:17]1)([CH3:15])[CH3:14].[NH2:38][CH2:39][CH:40]1[CH2:44][CH2:43][CH2:42][N:41]1[CH2:45][CH3:46].CCN(CC)CC, predict the reaction product. (3) Given the reactants [Cl:1][C:2]1[CH:7]=[C:6]([CH:8]=O)[CH:5]=[CH:4][N:3]=1.[CH3:10][N:11]1[CH2:16][CH2:15][NH:14][CH2:13][CH2:12]1, predict the reaction product. The product is: [Cl:1][C:2]1[CH:7]=[C:6]([CH2:8][N:14]2[CH2:15][CH2:16][N:11]([CH3:10])[CH2:12][CH2:13]2)[CH:5]=[CH:4][N:3]=1. (4) Given the reactants [CH3:1][C:2]1[NH:3][C:4]2[C:9]([CH:10]=1)=[C:8]([C:11]([F:14])([F:13])[F:12])[C:7]([C:15]#[N:16])=[CH:6][CH:5]=2.Br[CH2:18][C:19]([O:21][CH3:22])=[O:20].C([O-])([O-])=O.[Cs+].[Cs+], predict the reaction product. The product is: [C:15]([C:7]1[C:8]([C:11]([F:12])([F:14])[F:13])=[C:9]2[C:4](=[CH:5][CH:6]=1)[N:3]([CH2:18][C:19]([O:21][CH3:22])=[O:20])[C:2]([CH3:1])=[CH:10]2)#[N:16]. (5) Given the reactants [Cl:1][C:2]1[CH:7]=[CH:6][CH:5]=[C:4]([F:8])[N:3]=1.C([Li])CCC.Cl[C:15]([O:17][CH3:18])=[O:16], predict the reaction product. The product is: [Cl:1][C:2]1[CH:7]=[CH:6][C:5]([C:15]([O:17][CH3:18])=[O:16])=[C:4]([F:8])[N:3]=1.